From a dataset of Forward reaction prediction with 1.9M reactions from USPTO patents (1976-2016). Predict the product of the given reaction. Given the reactants [N+:1]([C:4]1[CH:13]=[C:12]2[C:7]([CH2:8][CH2:9][N:10]([CH2:14][CH2:15][OH:16])[CH2:11]2)=[CH:6][CH:5]=1)([O-])=O.Cl.[N+](C1C=C2C(CCNC2)=CC=1)([O-])=O.C(=O)([O-])[O-].[K+].[K+].ICCO, predict the reaction product. The product is: [NH2:1][C:4]1[CH:13]=[C:12]2[C:7]([CH2:8][CH2:9][N:10]([CH2:14][CH2:15][OH:16])[CH2:11]2)=[CH:6][CH:5]=1.